Dataset: Reaction yield outcomes from USPTO patents with 853,638 reactions. Task: Predict the reaction yield, written as a fraction of the theoretical maximum amount of product (1.0 means a 100% yield; for example, 0.34 means a 34% yield). (1) The reactants are Cl[C:2]1[N:10]=[C:9](Cl)[CH:8]=[CH:7][C:3]=1[C:4]([NH2:6])=[O:5].[O:12]([C:19]1[CH:24]=[CH:23][C:22]([OH:25])=[CH:21][CH:20]=1)[C:13]1[CH:18]=[CH:17][CH:16]=[CH:15][CH:14]=1.[NH2:26][C@@H:27]1[CH2:31][CH2:30][N:29]([C:32]([O:34]C(C)(C)C)=O)[CH2:28]1.[C:39](O)(=O)[CH:40]=C. No catalyst specified. The product is [C:32]([N:29]1[CH2:30][CH2:31][C@@H:27]([NH:26][C:9]2[CH:8]=[CH:7][C:3]([C:4]([NH2:6])=[O:5])=[C:2]([O:25][C:22]3[CH:21]=[CH:20][C:19]([O:12][C:13]4[CH:18]=[CH:17][CH:16]=[CH:15][CH:14]=4)=[CH:24][CH:23]=3)[N:10]=2)[CH2:28]1)(=[O:34])[CH:39]=[CH2:40]. The yield is 0.0790. (2) The reactants are [NH2:1][NH2:2].[CH3:3][NH:4][S:5]([C:8]1[CH:9]=[C:10]([CH:15]=[CH:16][CH:17]=1)[C:11](OC)=[O:12])(=[O:7])=[O:6]. The catalyst is CO. The product is [NH:1]([C:11]([C:10]1[CH:9]=[C:8]([S:5]([NH:4][CH3:3])(=[O:7])=[O:6])[CH:17]=[CH:16][CH:15]=1)=[O:12])[NH2:2]. The yield is 0.743.